From a dataset of Full USPTO retrosynthesis dataset with 1.9M reactions from patents (1976-2016). Predict the reactants needed to synthesize the given product. (1) Given the product [CH2:1]([O:8][C:9]1[CH:10]=[CH:11][C:12]([C@@H:20]([O:23][CH:24]2[CH2:29][CH2:28][CH2:27][CH2:26][O:25]2)[CH2:21][N:37]([CH2:30][C:31]2[CH:36]=[CH:35][CH:34]=[CH:33][CH:32]=2)[CH2:38][CH2:39][CH2:40][CH2:41][CH2:42][CH2:43][O:44][CH2:45][CH2:46][CH2:47][CH2:48][C:49]2[CH:54]=[CH:53][CH:52]=[CH:51][CH:50]=2)=[C:13]2[C:18]=1[NH:17][C:16](=[O:19])[CH:15]=[CH:14]2)[C:2]1[CH:7]=[CH:6][CH:5]=[CH:4][CH:3]=1, predict the reactants needed to synthesize it. The reactants are: [CH2:1]([O:8][C:9]1[CH:10]=[CH:11][C:12]([C@@H:20]([O:23][CH:24]2[CH2:29][CH2:28][CH2:27][CH2:26][O:25]2)[CH2:21]Br)=[C:13]2[C:18]=1[NH:17][C:16](=[O:19])[CH:15]=[CH:14]2)[C:2]1[CH:7]=[CH:6][CH:5]=[CH:4][CH:3]=1.[CH2:30]([NH:37][CH2:38][CH2:39][CH2:40][CH2:41][CH2:42][CH2:43][O:44][CH2:45][CH2:46][CH2:47][CH2:48][C:49]1[CH:54]=[CH:53][CH:52]=[CH:51][CH:50]=1)[C:31]1[CH:36]=[CH:35][CH:34]=[CH:33][CH:32]=1.C(N(C(C)C)CC)(C)C. (2) Given the product [NH2:19][C:18]1[N:6]([CH:1]2[CH2:5][CH2:4][CH2:3][CH2:2]2)[N:7]=[CH:14][C:15]=1[C:16]#[N:17], predict the reactants needed to synthesize it. The reactants are: [CH:1]1([NH:6][NH2:7])[CH2:5][CH2:4][CH2:3][CH2:2]1.C[O-].[Na+].C(O[CH:14]=[C:15]([C:18]#[N:19])[C:16]#[N:17])C. (3) Given the product [Cl:20][CH2:21][CH2:22][CH2:23][CH:24]([C:25]1[O:8][C:7]([C:6]2[CH:11]=[CH:12][C:13]([C:14]3[O:18][C:17]([CH3:19])=[N:16][CH:15]=3)=[C:4]([O:3][CH3:2])[CH:5]=2)=[N:9][N:10]=1)[C:28]1[CH:33]=[CH:32][C:31]([Cl:34])=[CH:30][C:29]=1[C:35]([F:38])([F:36])[F:37], predict the reactants needed to synthesize it. The reactants are: Cl.[CH3:2][O:3][C:4]1[CH:5]=[C:6]([CH:11]=[CH:12][C:13]=1[C:14]1[O:18][C:17]([CH3:19])=[N:16][CH:15]=1)[C:7]([NH:9][NH2:10])=[O:8].[Cl:20][CH2:21][CH2:22][CH2:23][CH:24]([C:28]1[CH:33]=[CH:32][C:31]([Cl:34])=[CH:30][C:29]=1[C:35]([F:38])([F:37])[F:36])[C:25](O)=O.C(N(CC)CC)C.CN(C(ON1N=NC2C=CC=NC1=2)=[N+](C)C)C.F[P-](F)(F)(F)(F)F. (4) Given the product [C:14]([O:13][C:11](=[O:12])[NH:10][C@H:7]1[CH2:8][CH2:9][C@H:5]([CH2:3][OH:2])[CH2:6]1)([CH3:17])([CH3:15])[CH3:16], predict the reactants needed to synthesize it. The reactants are: C[O:2][C:3]([C@H:5]1[CH2:9][CH2:8][C@H:7]([NH:10][C:11]([O:13][C:14]([CH3:17])([CH3:16])[CH3:15])=[O:12])[CH2:6]1)=O. (5) Given the product [F:1][C:2]([F:7])([F:6])[C:3]([OH:5])=[O:4].[Cl:15][C:16]1[CH:17]=[N:18][C:19]2[NH:20][C:21]3[CH:22]=[CH:23][CH:24]=[C:25]([CH:47]=3)[CH2:26][CH2:27][C:28]3[CH:36]=[C:32]([NH:33][C:34]=1[N:35]=2)[CH:31]=[CH:30][C:29]=3[NH:37][C:38](=[O:46])[CH2:39][CH:40]1[CH2:45][CH2:44][N:43]([C:48](=[O:52])[CH:49]([CH3:51])[CH3:50])[CH2:42][CH2:41]1, predict the reactants needed to synthesize it. The reactants are: [F:1][C:2]([F:7])([F:6])[C:3]([OH:5])=[O:4].FC(F)(F)C(O)=O.[Cl:15][C:16]1[CH:17]=[N:18][C:19]2[NH:20][C:21]3[CH:22]=[CH:23][CH:24]=[C:25]([CH:47]=3)[CH2:26][CH2:27][C:28]3[CH:36]=[C:32]([NH:33][C:34]=1[N:35]=2)[CH:31]=[CH:30][C:29]=3[NH:37][C:38](=[O:46])[CH2:39][CH:40]1[CH2:45][CH2:44][NH:43][CH2:42][CH2:41]1.[C:48](Cl)(=[O:52])[CH:49]([CH3:51])[CH3:50]. (6) Given the product [CH2:15]([O:17][C:18](=[O:26])[C:19]1[CH:24]=[CH:23][C:22]([NH:25][N:28]=[C:6]2[CH2:11][CH2:10][CH2:9][NH:8][C:7]2=[O:12])=[CH:21][CH:20]=1)[CH3:16], predict the reactants needed to synthesize it. The reactants are: C(OC([CH:6]1[CH2:11][CH2:10][CH2:9][NH:8][C:7]1=[O:12])=O)C.[OH-].[K+].[CH2:15]([O:17][C:18](=[O:26])[C:19]1[CH:24]=[CH:23][C:22]([NH2:25])=[CH:21][CH:20]=1)[CH3:16].Cl.[N:28]([O-])=O.[Na+].C(=O)(O)[O-].[Na+]. (7) Given the product [CH3:17][O:18][C:19]1[CH:24]=[C:23]([C:1]2([CH:7]3[C:12](=[O:13])[O:11][C:10]([CH3:14])([CH3:15])[O:9][C:8]3=[O:16])[CH2:2][CH2:3][CH2:4][CH2:5][CH2:6]2)[CH:22]=[CH:21][CH:20]=1, predict the reactants needed to synthesize it. The reactants are: [C:1]1(=[C:7]2[C:12](=[O:13])[O:11][C:10]([CH3:15])([CH3:14])[O:9][C:8]2=[O:16])[CH2:6][CH2:5][CH2:4][CH2:3][CH2:2]1.[CH3:17][O:18][C:19]1[CH:20]=[C:21]([Mg]Br)[CH:22]=[CH:23][CH:24]=1.CC1C=C(COC2C=C(CCC(O)=O)C=CC=2)C=CC=1C1C=CC=C(OC)C=1.